From a dataset of Catalyst prediction with 721,799 reactions and 888 catalyst types from USPTO. Predict which catalyst facilitates the given reaction. (1) Reactant: [NH2:1][C:2]1[C:19]([OH:20])=[CH:18][C:5]2[CH2:6][CH2:7][N:8]([C:11]([O:13][C:14]([CH3:17])([CH3:16])[CH3:15])=[O:12])[CH2:9][CH2:10][C:4]=2[CH:3]=1.[C:21](OC)(OC)(OC)[CH3:22].C1(C)C=CC(S([O-])(=O)=O)=CC=1.[NH+]1C=CC=CC=1. Product: [CH3:21][C:22]1[O:20][C:19]2[C:2]([N:1]=1)=[CH:3][C:4]1[CH2:10][CH2:9][N:8]([C:11]([O:13][C:14]([CH3:16])([CH3:17])[CH3:15])=[O:12])[CH2:7][CH2:6][C:5]=1[CH:18]=2. The catalyst class is: 3. (2) Reactant: [CH:1]1([OH:7])[CH2:6][CH2:5][CH2:4][CH2:3][CH2:2]1.CN(C1C=CC=CN=1)C.C(N=C=NCCCN(C)C)C.[C:28]([O:32][C:33]([N:35]1[CH2:40][CH2:39][CH:38]([C:41]2[S:42][CH:43]=[C:44]([C:46](O)=[O:47])[N:45]=2)[CH2:37][CH2:36]1)=[O:34])([CH3:31])([CH3:30])[CH3:29]. Product: [CH:1]1([O:7][C:46]([C:44]2[N:45]=[C:41]([CH:38]3[CH2:37][CH2:36][N:35]([C:33]([O:32][C:28]([CH3:31])([CH3:30])[CH3:29])=[O:34])[CH2:40][CH2:39]3)[S:42][CH:43]=2)=[O:47])[CH2:6][CH2:5][CH2:4][CH2:3][CH2:2]1. The catalyst class is: 46.